From a dataset of Full USPTO retrosynthesis dataset with 1.9M reactions from patents (1976-2016). Predict the reactants needed to synthesize the given product. (1) Given the product [CH3:1][O:2][C:3]1[CH:8]=[CH:7][C:6]([C:19]2[CH:24]=[CH:23][C:22]([CH3:25])=[C:21]([N+:27]([O-:29])=[O:28])[CH:20]=2)=[CH:5][CH:4]=1, predict the reactants needed to synthesize it. The reactants are: [CH3:1][O:2][C:3]1[CH:8]=[CH:7][C:6](B(O)O)=[CH:5][CH:4]=1.C(=O)([O-])[O-].[K+].[K+].Br[C:19]1[CH:24]=[CH:23][C:22]([CH2:25]C)=[C:21]([N+:27]([O-:29])=[O:28])[CH:20]=1.O. (2) The reactants are: Br[C:2]1[CH:3]=[C:4]([CH:20]([CH3:22])[CH3:21])[CH:5]=[C:6]2[C:10]=1[NH:9][C:8]1[C:11]([CH2:17][CH2:18][OH:19])([CH2:15][CH3:16])[O:12][CH2:13][CH2:14][C:7]2=1.C1(C)C=CC=CC=1P(C1C=CC=CC=1C)C1C=CC=CC=1C.[CH2:45]=[CH:46][C:47]1[CH:52]=[CH:51][CH:50]=[CH:49][CH:48]=1. Given the product [CH2:15]([C:11]1([CH2:17][CH2:18][OH:19])[C:8]2[NH:9][C:10]3[C:6]([C:7]=2[CH2:14][CH2:13][O:12]1)=[CH:5][C:4]([CH:20]([CH3:22])[CH3:21])=[CH:3][C:2]=3[CH:45]=[CH:46][C:47]1[CH:52]=[CH:51][CH:50]=[CH:49][CH:48]=1)[CH3:16], predict the reactants needed to synthesize it. (3) The reactants are: [C:1](/[C:3](/[C:27]1[CH:32]=[CH:31][C:30]([O:33][CH3:34])=[C:29]([O:35][CH3:36])[CH:28]=1)=[CH:4]\[C:5]1[S:9][C:8]([N:10]2[CH2:15][CH2:14][CH:13]([O:16][C:17](=[O:26])[CH2:18][N:19]3[CH2:24][CH2:23]C(O)CC3)[CH2:12][CH2:11]2)=[CH:7][CH:6]=1)#[N:2].N1CC[O:40][CH2:39][CH2:38]1. Given the product [C:1](/[C:3](/[C:27]1[CH:32]=[CH:31][C:30]([O:33][CH3:34])=[C:29]([O:35][CH3:36])[CH:28]=1)=[CH:4]\[C:5]1[S:9][C:8]([N:10]2[CH2:15][CH2:14][CH:13]([O:16][C:17](=[O:26])[CH2:18][N:19]3[CH2:38][CH2:39][O:40][CH2:23][CH2:24]3)[CH2:12][CH2:11]2)=[CH:7][CH:6]=1)#[N:2], predict the reactants needed to synthesize it. (4) Given the product [C:33]([C:37]1[CH:70]=[CH:69][C:40]([C:41]([NH:43][C:44]2[CH:49]=[CH:48][C:47]([C:50]3[CH:58]=[C:57]4[C:53]([CH2:54][N:55]([C@@H:60]([CH:65]([CH3:66])[CH3:67])[C:61]([OH:63])=[O:62])[C:56]4=[O:59])=[CH:52][CH:51]=3)=[C:46]([F:68])[CH:45]=2)=[O:42])=[CH:39][CH:38]=1)([CH3:34])([CH3:36])[CH3:35], predict the reactants needed to synthesize it. The reactants are: C(NC1C=CC(C2C=C3C(CN([C@@H](C(C)C)C(O)=O)C3=O)=CC=2)=CC=1)(=O)C1C=CC=CC=1.[C:33]([C:37]1[CH:70]=[CH:69][C:40]([C:41]([NH:43][C:44]2[CH:49]=[CH:48][C:47]([C:50]3[CH:58]=[C:57]4[C:53]([CH2:54][N:55]([C@@H:60]([CH:65]([CH3:67])[CH3:66])[C:61]([O:63]C)=[O:62])[C:56]4=[O:59])=[CH:52][CH:51]=3)=[C:46]([F:68])[CH:45]=2)=[O:42])=[CH:39][CH:38]=1)([CH3:36])([CH3:35])[CH3:34]. (5) Given the product [Cl:1][C:2]1[CH:9]=[CH:8][C:7]([C:10]([F:13])([F:12])[F:11])=[CH:6][C:3]=1[CH2:4][NH:14][C:15]1[CH:16]=[C:17]2[C:21]3=[C:22]([CH2:24][S:25][CH2:26][CH2:27][N:20]3[C@H:19]3[CH2:28][CH2:29][NH:30][CH2:31][C@@H:18]23)[CH:23]=1, predict the reactants needed to synthesize it. The reactants are: [Cl:1][C:2]1[CH:9]=[CH:8][C:7]([C:10]([F:13])([F:12])[F:11])=[CH:6][C:3]=1[CH:4]=O.[NH2:14][C:15]1[CH:16]=[C:17]2[C:21]3=[C:22]([CH2:24][S:25][CH2:26][CH2:27][N:20]3[C@H:19]3[CH2:28][CH2:29][N:30](C(OC(C)(C)C)=O)[CH2:31][C@@H:18]23)[CH:23]=1.